This data is from Catalyst prediction with 721,799 reactions and 888 catalyst types from USPTO. The task is: Predict which catalyst facilitates the given reaction. (1) Reactant: [CH3:1][CH2:2][N:3]([CH2:6][CH2:7][O:8][C:9]([C:11]1[CH:12]=[CH:13][C:14]([NH2:17])=[CH:15][CH:16]=1)=[O:10])[CH2:4][CH3:5].Cl.O=[CH:20][C@@H:21]([C@H:23]([C@@H:25]([CH2:27][OH:28])[OH:26])[OH:24])[OH:22]. Product: [CH:27]1([NH:17][C:14]2[CH:15]=[CH:16][C:11]([C:9]([O:8][CH2:7][CH2:6][N:3]([CH2:2][CH3:1])[CH2:4][CH3:5])=[O:10])=[CH:12][CH:13]=2)[O:28][CH2:20][C@@H:21]([OH:22])[C@@H:23]([OH:24])[C@H:25]1[OH:26]. The catalyst class is: 5. (2) Reactant: C(OC(=O)[NH:7][CH2:8][C:9](=[O:26])[NH:10][C:11]1[CH:16]=[CH:15][C:14]([O:17][CH2:18][C:19]2[CH:24]=[CH:23][CH:22]=[C:21]([F:25])[CH:20]=2)=[CH:13][CH:12]=1)(C)(C)C.Cl.C(=O)([O-])[O-].[Na+].[Na+]. Product: [NH2:7][CH2:8][C:9]([NH:10][C:11]1[CH:12]=[CH:13][C:14]([O:17][CH2:18][C:19]2[CH:24]=[CH:23][CH:22]=[C:21]([F:25])[CH:20]=2)=[CH:15][CH:16]=1)=[O:26]. The catalyst class is: 27. (3) Reactant: [Cl:1][C:2]1[CH:3]=[C:4]([C:8]2[C:16]3[C:11](=[CH:12][CH:13]=[CH:14][CH:15]=3)[NH:10][CH:9]=2)[CH:5]=[CH:6][CH:7]=1.C(O)(C(F)(F)F)=O. Product: [Cl:1][C:2]1[CH:3]=[C:4]([CH:8]2[C:16]3[C:11](=[CH:12][CH:13]=[CH:14][CH:15]=3)[NH:10][CH2:9]2)[CH:5]=[CH:6][CH:7]=1. The catalyst class is: 1. (4) Reactant: [Mg].[H-].C([Al+]CC(C)C)C(C)C.Br[C:13]1[CH:18]=[CH:17][C:16]([C:19]([F:22])([F:21])[F:20])=[CH:15][CH:14]=1.[CH3:23][C:24]([S@@:27](/[N:29]=[CH:30]/[C:31]1[C:36]([CH3:37])=[CH:35][CH:34]=[CH:33][N:32]=1)=[O:28])([CH3:26])[CH3:25]. Product: [CH3:26][C:24]([S@@:27]([NH:29][C@H:30]([C:31]1[C:36]([CH3:37])=[CH:35][CH:34]=[CH:33][N:32]=1)[C:13]1[CH:18]=[CH:17][C:16]([C:19]([F:22])([F:21])[F:20])=[CH:15][CH:14]=1)=[O:28])([CH3:23])[CH3:25]. The catalyst class is: 116. (5) Reactant: Br[C:2]1[CH:14]=[CH:13][C:5]([O:6][CH2:7][C:8]([CH3:12])([CH3:11])[CH2:9][OH:10])=[CH:4][CH:3]=1.[CH3:15][C:16]1([CH3:30])[CH2:21][O:20][B:19]([B:19]2[O:20][CH2:21][C:16]([CH3:30])([CH3:15])[CH2:17][O:18]2)[O:18][CH2:17]1.C([O-])(=O)C.[K+].C(OCC)(=O)C. Product: [CH3:15][C:16]1([CH3:30])[CH2:21][O:20][B:19]([C:2]2[CH:14]=[CH:13][C:5]([O:6][CH2:7][C:8]([CH3:12])([CH3:11])[CH2:9][OH:10])=[CH:4][CH:3]=2)[O:18][CH2:17]1. The catalyst class is: 75. (6) Reactant: [CH2:1]([O:3][C:4]([C:6]1[N:14]([CH3:15])[C:13]2[CH:12]=[CH:11][N:10]=[CH:9][C:8]=2[C:7]=1[NH2:16])=[O:5])[CH3:2].[Cl:17][C:18]1[CH:23]=[C:22]([CH:24]([CH3:26])[CH3:25])[CH:21]=[CH:20][C:19]=1OS(C(F)(F)F)(=O)=O.CC1(C)C2C(=C(P(C3C=CC=CC=3)C3C=CC=CC=3)C=CC=2)OC2C(P(C3C=CC=CC=3)C3C=CC=CC=3)=CC=CC1=2.[O-]P([O-])([O-])=O.[K+].[K+].[K+]. Product: [CH2:1]([O:3][C:4]([C:6]1[N:14]([CH3:15])[C:13]2[CH:12]=[CH:11][N:10]=[CH:9][C:8]=2[C:7]=1[NH:16][C:19]1[CH:20]=[CH:21][C:22]([CH:24]([CH3:26])[CH3:25])=[CH:23][C:18]=1[Cl:17])=[O:5])[CH3:2]. The catalyst class is: 101. (7) Reactant: [Cl:1][C:2]1[CH:3]=[C:4]([N:10]2[C:14]([CH3:15])=[C:13]([CH2:16][C:17]3[CH:30]=[CH:29][C:20]([C:21]([NH:23][CH2:24][C:25]([OH:28])([CH3:27])[CH3:26])=[O:22])=[CH:19][CH:18]=3)[C:12]([CH3:31])=[N:11]2)[CH:5]=[CH:6][C:7]=1[C:8]#[N:9].O.[C:33]1([CH3:43])[CH:38]=[CH:37][C:36]([S:39]([OH:42])(=[O:41])=[O:40])=[CH:35][CH:34]=1.C(OCC)(=O)C. Product: [C:33]1([CH3:43])[CH:34]=[CH:35][C:36]([S:39]([OH:42])(=[O:40])=[O:41])=[CH:37][CH:38]=1.[Cl:1][C:2]1[CH:3]=[C:4]([N:10]2[C:14]([CH3:15])=[C:13]([CH2:16][C:17]3[CH:30]=[CH:29][C:20]([C:21]([NH:23][CH2:24][C:25]([OH:28])([CH3:27])[CH3:26])=[O:22])=[CH:19][CH:18]=3)[C:12]([CH3:31])=[N:11]2)[CH:5]=[CH:6][C:7]=1[C:8]#[N:9]. The catalyst class is: 95.